Regression. Given a peptide amino acid sequence and an MHC pseudo amino acid sequence, predict their binding affinity value. This is MHC class I binding data. From a dataset of Peptide-MHC class I binding affinity with 185,985 pairs from IEDB/IMGT. (1) The peptide sequence is RCWLVSNGSY. The MHC is HLA-A23:01 with pseudo-sequence HLA-A23:01. The binding affinity (normalized) is 0. (2) The peptide sequence is IEELREHLL. The MHC is HLA-A23:01 with pseudo-sequence HLA-A23:01. The binding affinity (normalized) is 0.